Task: Predict which catalyst facilitates the given reaction.. Dataset: Catalyst prediction with 721,799 reactions and 888 catalyst types from USPTO (1) Reactant: [N+:1]([C:4]1[CH:5]=[C:6]([S:10]([N:13]2[CH2:18][CH2:17][CH2:16][CH2:15][CH:14]2[C:19]([O:21]CC)=[O:20])(=[O:12])=[O:11])[CH:7]=[CH:8][CH:9]=1)([O-:3])=[O:2].[Li+].[OH-].Cl. Product: [N+:1]([C:4]1[CH:5]=[C:6]([S:10]([N:13]2[CH2:18][CH2:17][CH2:16][CH2:15][CH:14]2[C:19]([OH:21])=[O:20])(=[O:11])=[O:12])[CH:7]=[CH:8][CH:9]=1)([O-:3])=[O:2]. The catalyst class is: 24. (2) The catalyst class is: 8. Reactant: [CH2:1]([N:5]([CH2:18][CH2:19][CH2:20][CH3:21])[C:6]1[CH:11]=[CH:10][C:9]([CH:12]=[CH:13][CH:14]=O)=[C:8]([O:16][CH3:17])[CH:7]=1)[CH2:2][CH2:3][CH3:4].[C:22]([C:24]1[C:25](=[C:32]([C:35]#[N:36])[C:33]#[N:34])[O:26][C:27]([CH3:31])([CH3:30])[C:28]=1[CH3:29])#[N:23].C([O-])(=O)C.[NH4+]. Product: [CH2:1]([N:5]([CH2:18][CH2:19][CH2:20][CH3:21])[C:6]1[CH:11]=[CH:10][C:9]([CH:12]=[CH:13][CH:14]=[CH:29][C:28]2[C:27]([CH3:30])([CH3:31])[O:26][C:25](=[C:32]([C:33]#[N:34])[C:35]#[N:36])[C:24]=2[C:22]#[N:23])=[C:8]([O:16][CH3:17])[CH:7]=1)[CH2:2][CH2:3][CH3:4]. (3) Reactant: [N:1]1[CH:6]=[CH:5][C:4]([CH:7]2[C@H:9]3[CH2:10][C:11]4[C:12]([C:16]([O:18]CC)=[O:17])=[N:13][NH:14][C:15]=4[C@@H:8]23)=[CH:3][CH:2]=1.[Li+].[OH-]. Product: [N:1]1[CH:6]=[CH:5][C:4]([CH:7]2[C@H:9]3[CH2:10][C:11]4[C:12]([C:16]([OH:18])=[O:17])=[N:13][NH:14][C:15]=4[C@@H:8]23)=[CH:3][CH:2]=1. The catalyst class is: 20. (4) Reactant: [CH2:1]([S:8][S:8][CH2:1][CH2:2][C@H:3]([NH2:7])[C:4]([OH:6])=[O:5])[CH2:2][C@H:3]([NH2:7])[C:4]([OH:6])=[O:5].[CH2:25]([S:24][S:24][CH2:25][C@H:26]([NH2:30])[C:27]([OH:29])=[O:28])[C@H:26]([NH2:30])[C:27]([OH:29])=[O:28].[Na].[F:32][C:33](I)([F:35])[F:34]. Product: [F:32][C:33]([F:35])([F:34])[S:8][CH2:1][CH2:2][C@@H:3]([C:4]([OH:6])=[O:5])[NH2:7].[F:32][C:33]([NH:30][C@H:26]([C:27]([OH:29])=[O:28])[CH2:25][SH:24])([F:35])[F:34]. The catalyst class is: 328. (5) Reactant: C([Li])CCC.C(NC(C)C)(C)C.[Br:13][C:14]1[CH:22]=[C:21]2[C:17]([CH2:18][CH2:19][C:20]2=[O:23])=[CH:16][CH:15]=1.Br[CH2:25][C:26]([O:28][CH2:29][CH3:30])=[O:27].Cl.C(=O)([O-])[O-].[K+].[K+]. Product: [CH2:29]([O:28][C:26](=[O:27])[CH2:25][CH:19]1[CH2:18][C:17]2[C:21](=[CH:22][C:14]([Br:13])=[CH:15][CH:16]=2)[C:20]1=[O:23])[CH3:30]. The catalyst class is: 30. (6) Reactant: [CH3:1][S:2]([N:5]1[C:13]2[C:8](=[CH:9][CH:10]=[C:11]([N+:14]([O-])=O)[CH:12]=2)[C:7]([CH3:18])([CH3:17])[CH2:6]1)(=[O:4])=[O:3].CC(O)=O. Product: [CH3:1][S:2]([N:5]1[C:13]2[C:8](=[CH:9][CH:10]=[C:11]([NH2:14])[CH:12]=2)[C:7]([CH3:18])([CH3:17])[CH2:6]1)(=[O:4])=[O:3]. The catalyst class is: 324. (7) Reactant: C(OC(=O)[NH:10][C:11]1([C:18]2[CH:23]=[CH:22][C:21]([F:24])=[CH:20][CH:19]=2)[CH2:16][CH2:15][CH:14]([OH:17])[CH2:13][CH2:12]1)C1C=CC=CC=1. Product: [NH2:10][C:11]1([C:18]2[CH:19]=[CH:20][C:21]([F:24])=[CH:22][CH:23]=2)[CH2:16][CH2:15][CH:14]([OH:17])[CH2:13][CH2:12]1. The catalyst class is: 19.